This data is from Full USPTO retrosynthesis dataset with 1.9M reactions from patents (1976-2016). The task is: Predict the reactants needed to synthesize the given product. (1) Given the product [Br:3][C:4]1[CH:5]=[CH:6][C:7]([O:21][CH2:22][C:23]2[CH:28]=[CH:27][CH:26]=[CH:25][C:24]=2[Cl:29])=[C:8]([CH:20]=1)[C:9]([OH:11])=[O:10], predict the reactants needed to synthesize it. The reactants are: [OH-].[Li+].[Br:3][C:4]1[CH:5]=[CH:6][C:7]([O:21][CH2:22][C:23]2[CH:28]=[CH:27][CH:26]=[CH:25][C:24]=2[Cl:29])=[C:8]([CH:20]=1)[C:9]([O:11]CC1C=CC=CC=1Cl)=[O:10]. (2) Given the product [CH2:21]([O:1][CH2:2][C:3]([C:5]1[CH:12]=[CH:11][C:8]([C:9]#[N:10])=[CH:7][CH:6]=1)=[O:4])[CH:20]=[CH2:19], predict the reactants needed to synthesize it. The reactants are: [OH:1][CH2:2][C:3]([C:5]1[CH:12]=[CH:11][C:8]([C:9]#[N:10])=[CH:7][CH:6]=1)=[O:4].S([O-])([O-])(=O)=O.[Ca+2].[CH2:19](Br)[CH:20]=[CH2:21]. (3) Given the product [CH3:35][O:20][C:18](=[O:19])[CH2:17][CH:16]([CH:21]1[CH2:22][CH2:23][CH2:24][CH2:25]1)[NH:15][CH2:13][C:30]1[CH:33]=[CH:34][C:27]([F:26])=[CH:28][CH:29]=1, predict the reactants needed to synthesize it. The reactants are: C[Si](C=[N+]=[N-])(C)C.C(O[C:13]([NH:15][CH:16]([CH:21]1[CH2:25][CH2:24][CH2:23][CH2:22]1)[CH2:17][C:18]([OH:20])=[O:19])=O)(C)(C)C.[F:26][C:27]1[CH:34]=[CH:33][C:30](C=O)=[CH:29][CH:28]=1.[C:35]([O-])(=O)C.[Na+].C([BH3-])#N.[Na+].